Dataset: Forward reaction prediction with 1.9M reactions from USPTO patents (1976-2016). Task: Predict the product of the given reaction. The product is: [NH2:36][C:4]1[C:5]([F:30])=[C:6]([CH:28]=[CH:29][C:3]=1[C:1]#[N:2])[C:7]([NH:9][C:10]1[C:15]([CH3:16])=[CH:14][C:13]([C:17]([F:26])([C:22]([F:25])([F:24])[F:23])[C:18]([F:19])([F:21])[F:20])=[CH:12][C:11]=1[CH3:27])=[O:8]. Given the reactants [C:1]([C:3]1[CH:29]=[CH:28][C:6]([C:7]([NH:9][C:10]2[C:15]([CH3:16])=[CH:14][C:13]([C:17]([F:26])([C:22]([F:25])([F:24])[F:23])[C:18]([F:21])([F:20])[F:19])=[CH:12][C:11]=2[CH3:27])=[O:8])=[C:5]([F:30])[C:4]=1F)#[N:2].C(=O)([O-])[O-].[NH4+:36].[NH4+], predict the reaction product.